This data is from Peptide-MHC class I binding affinity with 185,985 pairs from IEDB/IMGT. The task is: Regression. Given a peptide amino acid sequence and an MHC pseudo amino acid sequence, predict their binding affinity value. This is MHC class I binding data. The MHC is HLA-B45:01 with pseudo-sequence HLA-B45:01. The peptide sequence is QEAYYRARAG. The binding affinity (normalized) is 0.408.